From a dataset of Reaction yield outcomes from USPTO patents with 853,638 reactions. Predict the reaction yield, written as a fraction of the theoretical maximum amount of product (1.0 means a 100% yield; for example, 0.34 means a 34% yield). (1) The reactants are [CH2:1]([C:5]1[N:6]=[C:7]([CH3:27])[NH:8][C:9](=[O:26])[C:10]=1[CH2:11][C:12]1[CH:17]=[CH:16][C:15]([C:18]2[C:19]([C:24]#[N:25])=[CH:20][CH:21]=[CH:22][CH:23]=2)=[CH:14][CH:13]=1)[CH2:2][CH2:3][CH3:4].C(=O)([O-])[O-].[K+].[K+].Cl.Cl[CH2:36][C:37]1[N:38]=[CH:39][S:40][CH:41]=1.CN(C)C=O. The catalyst is C(OCC)(=O)C. The product is [CH2:1]([C:5]1[N:6]=[C:7]([CH3:27])[N:8]([CH2:36][C:37]2[N:38]=[CH:39][S:40][CH:41]=2)[C:9](=[O:26])[C:10]=1[CH2:11][C:12]1[CH:17]=[CH:16][C:15]([C:18]2[C:19]([C:24]#[N:25])=[CH:20][CH:21]=[CH:22][CH:23]=2)=[CH:14][CH:13]=1)[CH2:2][CH2:3][CH3:4]. The yield is 0.660. (2) The reactants are [OH-:1].[K+].Cl[C:4]1[CH:5]=[C:6]([CH:43]=[CH:44][C:45]=1F)[C:7]1[C:12]([C:13]2[CH:22]=CC3C(=CC=C(C4N(C5CCCCC5)C5C=CC(C(O)=O)=CC=5N=4)C=3)N=2)=[CH:11][C:10]([O:41][CH3:42])=[CH:9][CH:8]=1.[CH3:47][O:48]C1C=CC=CC=1B(O)O. No catalyst specified. The product is [CH3:42][O:41][C:10]1[CH:11]=[C:12]([C:13](=[O:1])[CH3:22])[C:7]([C:6]2[CH:5]=[CH:4][CH:45]=[CH:44][C:43]=2[O:48][CH3:47])=[CH:8][CH:9]=1. The yield is 0.480.